This data is from Full USPTO retrosynthesis dataset with 1.9M reactions from patents (1976-2016). The task is: Predict the reactants needed to synthesize the given product. (1) Given the product [CH:1]1[N:5]2[C:6]3[C:11]([N:12]=[C:13]([NH:14][NH:15][C:16]([C:32]4[CH:31]=[C:30]5[C:35](=[CH:34][CH:33]=4)[NH:27][CH:28]=[CH:29]5)=[O:17])[C:4]2=[CH:3][CH:2]=1)=[CH:10][CH:9]=[CH:8][CH:7]=3, predict the reactants needed to synthesize it. The reactants are: [CH:1]1[N:5]2[C:6]3[C:11]([N:12]=[C:13]([NH:14][NH:15][C:16](C4NC5C(C=4)=CC=CC=5)=[O:17])[C:4]2=[CH:3][CH:2]=1)=[CH:10][CH:9]=[CH:8][CH:7]=3.[NH:27]1[C:35]2[C:30](=[CH:31][CH:32]=[CH:33][CH:34]=2)[CH:29]=[C:28]1C(O)=O. (2) Given the product [CH:26]1([C:2]2[O:6][N:5]=[C:4]([C:7]([NH:9][C:10]3[C:11](=[O:23])[N:12]([CH:17]4[CH2:22][CH2:21][CH2:20][CH2:19][CH2:18]4)[N:13]([CH3:16])[C:14]=3[CH3:15])=[O:8])[C:3]=2[CH3:24])[CH2:31][CH2:30][CH2:29][CH2:28][CH2:27]1, predict the reactants needed to synthesize it. The reactants are: Br[C:2]1[O:6][N:5]=[C:4]([C:7]([NH:9][C:10]2[C:11](=[O:23])[N:12]([CH:17]3[CH2:22][CH2:21][CH2:20][CH2:19][CH2:18]3)[N:13]([CH3:16])[C:14]=2[CH3:15])=[O:8])[C:3]=1[CH3:24].[Br-].[CH:26]1([Zn+])[CH2:31][CH2:30][CH2:29][CH2:28][CH2:27]1. (3) Given the product [CH3:6][O:7][C:8]1[CH:9]=[CH:10][C:11]([C:14]2[S:15][C:16]([S:1]([Cl:5])(=[O:3])=[O:2])=[CH:17][C:18]=2[CH3:19])=[CH:12][CH:13]=1, predict the reactants needed to synthesize it. The reactants are: [S:1]([Cl:5])(Cl)(=[O:3])=[O:2].[CH3:6][O:7][C:8]1[CH:13]=[CH:12][C:11]([C:14]2[S:15][CH:16]=[CH:17][C:18]=2[CH3:19])=[CH:10][CH:9]=1. (4) Given the product [C:1]([C:5]1[CH:6]=[CH:7][C:8]([CH2:9][NH:10][C:11](=[O:28])[NH:12][CH2:13][C:14]2[CH:15]=[C:16]([F:27])[C:17]([NH:22][S:23]([CH3:26])(=[O:24])=[O:25])=[C:18]([CH2:20][CH3:21])[CH:19]=2)=[CH:29][CH:30]=1)([CH3:2])([CH3:3])[CH3:4], predict the reactants needed to synthesize it. The reactants are: [C:1]([C:5]1[CH:30]=[CH:29][C:8]([CH2:9][NH:10][C:11](=[O:28])[NH:12][CH2:13][C:14]2[CH:19]=[C:18]([CH:20]=[CH2:21])[C:17]([NH:22][S:23]([CH3:26])(=[O:25])=[O:24])=[C:16]([F:27])[CH:15]=2)=[CH:7][CH:6]=1)([CH3:4])([CH3:3])[CH3:2].[H][H]. (5) Given the product [NH2:43][C:41]([C:36]1[CH:37]=[N:38][C:39]2[C:34]([C:35]=1[NH:1][C:2]1[CH:3]=[C:4]([C:18]([OH:20])=[O:19])[CH:5]=[C:6]([C:8]3[CH:13]=[CH:12][C:11]([C:14]([F:15])([F:16])[F:17])=[CH:10][CH:9]=3)[CH:7]=1)=[CH:33][CH:32]=[C:31]([C:26]1[C:27]([O:29][CH3:30])=[N:28][C:23]([O:22][CH3:21])=[N:24][CH:25]=1)[CH:40]=2)=[O:42], predict the reactants needed to synthesize it. The reactants are: [NH2:1][C:2]1[CH:3]=[C:4]([C:18]([OH:20])=[O:19])[CH:5]=[C:6]([C:8]2[CH:13]=[CH:12][C:11]([C:14]([F:17])([F:16])[F:15])=[CH:10][CH:9]=2)[CH:7]=1.[CH3:21][O:22][C:23]1[N:28]=[C:27]([O:29][CH3:30])[C:26]([C:31]2[CH:40]=[C:39]3[C:34]([C:35](Cl)=[C:36]([C:41]([NH2:43])=[O:42])[CH:37]=[N:38]3)=[CH:33][CH:32]=2)=[CH:25][N:24]=1. (6) Given the product [CH2:25]([O:24][C:15]1[N:14]([CH:11]2[CH2:10][CH2:9][NH:8][CH2:13][CH2:12]2)[C:18]2[CH:19]=[CH:20][C:21]([CH3:23])=[CH:22][C:17]=2[N:16]=1)[CH3:26], predict the reactants needed to synthesize it. The reactants are: C(OC([N:8]1[CH2:13][CH2:12][CH:11]([N:14]2[C:18]3[CH:19]=[CH:20][C:21]([CH3:23])=[CH:22][C:17]=3[N:16]=[C:15]2[O:24][CH2:25][CH3:26])[CH2:10][CH2:9]1)=O)(C)(C)C.C(O)(C(F)(F)F)=O. (7) The reactants are: Br[C:2]1[C:3]([C:14]2[S:15][CH:16]=[C:17]([C:19]3[CH:24]=[CH:23][CH:22]=[CH:21][CH:20]=3)[N:18]=2)=[CH:4][C:5]([NH:8][C:9]([NH:11][CH2:12][CH3:13])=[O:10])=[N:6][CH:7]=1.CC1(C)C(C)(C)OB([C:33]2[CH:34]=[N:35][CH:36]=[C:37]([CH:43]=2)[C:38]([O:40][CH2:41][CH3:42])=[O:39])O1.C(=O)([O-])[O-].[Cs+].[Cs+]. Given the product [CH2:12]([NH:11][C:9]([NH:8][C:5]1[N:6]=[CH:7][C:2]([C:33]2[CH:34]=[N:35][CH:36]=[C:37]([C:38]([O:40][CH2:41][CH3:42])=[O:39])[CH:43]=2)=[C:3]([C:14]2[S:15][CH:16]=[C:17]([C:19]3[CH:24]=[CH:23][CH:22]=[CH:21][CH:20]=3)[N:18]=2)[CH:4]=1)=[O:10])[CH3:13], predict the reactants needed to synthesize it. (8) The reactants are: I[C:2]1[CH:18]=[CH:17][C:5]2[O:6][CH2:7][CH2:8][C:9]3[N:10]([N:11]=[C:12]([C:14]([NH2:16])=[O:15])[CH:13]=3)[C:4]=2[CH:3]=1.[O:19]1[CH2:23][CH2:22][CH2:21][CH:20]1[C:24]([OH:28])([C:26]#[CH:27])[CH3:25]. Given the product [OH:28][C:24]([CH:20]1[CH2:21][CH2:22][CH2:23][O:19]1)([CH3:25])[C:26]#[C:27][C:2]1[CH:18]=[CH:17][C:5]2[O:6][CH2:7][CH2:8][C:9]3[N:10]([N:11]=[C:12]([C:14]([NH2:16])=[O:15])[CH:13]=3)[C:4]=2[CH:3]=1, predict the reactants needed to synthesize it. (9) Given the product [Br:1][C:2]1[CH:3]=[C:4]([CH3:12])[C:5]2[N:9]=[C:8]([CH3:10])[N:7]([CH2:18][C:19]3[C:24]([Cl:25])=[CH:23][C:22]([Cl:26])=[CH:21][N:20]=3)[C:6]=2[CH:11]=1, predict the reactants needed to synthesize it. The reactants are: [Br:1][C:2]1[CH:3]=[C:4]([CH3:12])[C:5]2[N:9]=[C:8]([CH3:10])[NH:7][C:6]=2[CH:11]=1.CS(O[CH2:18][C:19]1[C:24]([Cl:25])=[CH:23][C:22]([Cl:26])=[CH:21][N:20]=1)(=O)=O.